From a dataset of Merck oncology drug combination screen with 23,052 pairs across 39 cell lines. Regression. Given two drug SMILES strings and cell line genomic features, predict the synergy score measuring deviation from expected non-interaction effect. (1) Drug 1: NC1(c2ccc(-c3nc4ccn5c(=O)[nH]nc5c4cc3-c3ccccc3)cc2)CCC1. Drug 2: C#Cc1cccc(Nc2ncnc3cc(OCCOC)c(OCCOC)cc23)c1. Cell line: COLO320DM. Synergy scores: synergy=20.5. (2) Drug 1: NC1(c2ccc(-c3nc4ccn5c(=O)[nH]nc5c4cc3-c3ccccc3)cc2)CCC1. Drug 2: CC(C)CC(NC(=O)C(Cc1ccccc1)NC(=O)c1cnccn1)B(O)O. Cell line: NCIH2122. Synergy scores: synergy=12.3. (3) Drug 1: COC12C(COC(N)=O)C3=C(C(=O)C(C)=C(N)C3=O)N1CC1NC12. Drug 2: CC1(c2nc3c(C(N)=O)cccc3[nH]2)CCCN1. Cell line: MSTO. Synergy scores: synergy=15.1. (4) Drug 1: CCC1(O)CC2CN(CCc3c([nH]c4ccccc34)C(C(=O)OC)(c3cc4c(cc3OC)N(C)C3C(O)(C(=O)OC)C(OC(C)=O)C5(CC)C=CCN6CCC43C65)C2)C1. Drug 2: N#Cc1ccc(Cn2cncc2CN2CCN(c3cccc(Cl)c3)C(=O)C2)cc1. Cell line: PA1. Synergy scores: synergy=18.8. (5) Drug 1: CCC1(O)CC2CN(CCc3c([nH]c4ccccc34)C(C(=O)OC)(c3cc4c(cc3OC)N(C)C3C(O)(C(=O)OC)C(OC(C)=O)C5(CC)C=CCN6CCC43C65)C2)C1. Synergy scores: synergy=4.86. Drug 2: CNC(=O)c1cc(Oc2ccc(NC(=O)Nc3ccc(Cl)c(C(F)(F)F)c3)cc2)ccn1. Cell line: OV90. (6) Drug 1: N#Cc1ccc(Cn2cncc2CN2CCN(c3cccc(Cl)c3)C(=O)C2)cc1. Drug 2: C=CCn1c(=O)c2cnc(Nc3ccc(N4CCN(C)CC4)cc3)nc2n1-c1cccc(C(C)(C)O)n1. Cell line: A427. Synergy scores: synergy=-17.0.